From a dataset of Full USPTO retrosynthesis dataset with 1.9M reactions from patents (1976-2016). Predict the reactants needed to synthesize the given product. (1) Given the product [Cl:24][C:11]1[CH:10]=[C:9]([NH:8][C:7]2[C:2]3[NH:1][C:26]([CH2:27][NH:28][C:29](=[O:30])[O:31][C:17]([CH3:22])([CH3:18])[CH3:16])=[CH:25][C:3]=3[N:4]=[CH:5][N:6]=2)[CH:14]=[CH:13][C:12]=1[O:15][CH2:16][C:17]1[CH:22]=[CH:21][CH:20]=[C:19]([F:23])[CH:18]=1, predict the reactants needed to synthesize it. The reactants are: [NH2:1][C:2]1[C:3]([C:25]#[C:26][CH2:27][NH:28][C:29](=[O:31])[O-:30])=[N:4][CH:5]=[N:6][C:7]=1[NH:8][C:9]1[CH:14]=[CH:13][C:12]([O:15][CH2:16][C:17]2[CH:22]=[CH:21][CH:20]=[C:19]([F:23])[CH:18]=2)=[C:11]([Cl:24])[CH:10]=1. (2) Given the product [ClH:22].[C@H:9]12[CH2:14][C@H:12]([NH:11][CH2:10]1)[CH2:13][N:8]2[C:6](=[O:5])[CH3:15], predict the reactants needed to synthesize it. The reactants are: C([O:5][C:6]([N:8]1[CH2:13][C@@H:12]2[CH2:14][C@H:9]1[CH2:10][NH:11]2)=O)(C)(C)C.[C:15](OC(=O)C)(=O)C.[ClH:22].O1CCOCC1. (3) Given the product [CH:1]1[C:13]2[CH:12]([CH2:14][O:15][C:16](=[O:42])[NH:17][C:18]3[CH:19]=[CH:20][C:21]([S:24][C:25]4[CH:30]=[CH:29][C:28]([C:31](=[O:40])[NH:32][C:33]5[CH:38]=[CH:37][C:36]([Br:39])=[CH:35][N:34]=5)=[CH:27][C:26]=4[NH:41][C:58]4[C:45]5[CH:50]=[CH:49][C:48]([CH:51]([CH3:52])[CH3:53])=[N:47][C:46]=5[N:54]=[CH:55][N:56]=4)=[CH:22][CH:23]=3)[C:11]3[C:6](=[CH:7][CH:8]=[CH:9][CH:10]=3)[C:5]=2[CH:4]=[CH:3][CH:2]=1, predict the reactants needed to synthesize it. The reactants are: [CH:1]1[C:13]2[CH:12]([CH2:14][O:15][C:16](=[O:42])[NH:17][C:18]3[CH:23]=[CH:22][C:21]([S:24][C:25]4[CH:30]=[CH:29][C:28]([C:31](=[O:40])[NH:32][C:33]5[CH:38]=[CH:37][C:36]([Br:39])=[CH:35][N:34]=5)=[CH:27][C:26]=4[NH2:41])=[CH:20][CH:19]=3)[C:11]3[C:6](=[CH:7][CH:8]=[CH:9][CH:10]=3)[C:5]=2[CH:4]=[CH:3][CH:2]=1.C([C:45]1[C:46]([N:54]=[CH:55][N:56]([CH3:58])C)=[N:47][C:48]([CH:51]([CH3:53])[CH3:52])=[CH:49][CH:50]=1)#N. (4) Given the product [F:12][C:13]1[CH:18]=[CH:17][CH:16]=[C:15]([F:19])[C:14]=1[C:20]([N:22]=[C:23]=[S:24])=[O:21].[Cl:25][C:26]1[CH:27]=[C:28]([NH:29][C:23]([NH:22][C:20](=[O:21])[C:14]2[C:13]([F:12])=[CH:18][CH:17]=[CH:16][C:15]=2[F:19])=[S:24])[CH:30]=[CH:31][C:32]=1[O:33][C:34]1[C:43]2[C:38](=[CH:39][C:40]([O:46][CH3:47])=[C:41]([O:44][CH3:45])[CH:42]=2)[N:37]=[CH:36][CH:35]=1, predict the reactants needed to synthesize it. The reactants are: FC1C=CC=C(F)C=1C(Cl)=O.[F:12][C:13]1[CH:18]=[CH:17][CH:16]=[C:15]([F:19])[C:14]=1[C:20]([N:22]=[C:23]=[S:24])=[O:21].[Cl:25][C:26]1[CH:27]=[C:28]([CH:30]=[CH:31][C:32]=1[O:33][C:34]1[C:43]2[C:38](=[CH:39][C:40]([O:46][CH3:47])=[C:41]([O:44][CH3:45])[CH:42]=2)[N:37]=[CH:36][CH:35]=1)[NH2:29].C1(C)C=CC=CC=1.